Predict the reaction yield, written as a fraction of the theoretical maximum amount of product (1.0 means a 100% yield; for example, 0.34 means a 34% yield). From a dataset of Reaction yield outcomes from USPTO patents with 853,638 reactions. The reactants are [CH2:1]([OH:9])[CH2:2][C@H:3]([OH:8])[CH2:4][CH2:5][CH2:6][CH3:7].[C:10](Cl)(=[O:12])[CH3:11].OS(O)(=O)=O. The catalyst is N1C=CC=CC=1. The product is [C:10]([O:9][CH2:1][CH2:2][C@H:3]([OH:8])[CH2:4][CH2:5][CH2:6][CH3:7])(=[O:12])[CH3:11]. The yield is 0.680.